From a dataset of Forward reaction prediction with 1.9M reactions from USPTO patents (1976-2016). Predict the product of the given reaction. (1) Given the reactants [CH3:1][O:2][CH2:3][C:4]1[CH:9]=[C:8]([C:10]([OH:12])=O)[CH:7]=[CH:6][C:5]=1[C:13]1[CH:18]=[CH:17][CH:16]=[CH:15][C:14]=1[CH3:19].[NH2:20][C:21](=[N:33][OH:34])[C:22]1[CH:31]=[CH:30][C:25]([C:26]([O:28][CH3:29])=[O:27])=[C:24]([F:32])[CH:23]=1, predict the reaction product. The product is: [F:32][C:24]1[CH:23]=[C:22]([C:21]2[N:20]=[C:10]([C:8]3[CH:7]=[CH:6][C:5]([C:13]4[CH:18]=[CH:17][CH:16]=[CH:15][C:14]=4[CH3:19])=[C:4]([CH2:3][O:2][CH3:1])[CH:9]=3)[O:12][N:33]=2)[CH:31]=[CH:30][C:25]=1[C:26]([O:28][CH3:29])=[O:27].[F:32][C:24]1[CH:23]=[C:22]([C:21]2[N:20]=[C:10]([C:8]3[CH:7]=[CH:6][C:5]([C:13]4[CH:18]=[CH:17][CH:16]=[CH:15][C:14]=4[CH3:19])=[C:4]([CH2:3][O:2][CH3:1])[CH:9]=3)[O:34][N:33]=2)[CH:31]=[CH:30][C:25]=1[C:26]([OH:28])=[O:27]. (2) Given the reactants O[N:2]1C2C=CC=CC=2N=N1.CCN=C=NCCCN(C)C.Cl.C(N(CC)C(C)C)(C)C.[C:32]([O:36][C:37]([N:39]1[CH2:44][CH2:43][CH:42]([C:45]2[CH:50]=[CH:49][C:48]([NH:51][C:52]3[N:57]=[C:56]([CH2:58][CH2:59][C:60]4[CH:65]=[CH:64][CH:63]=[CH:62][C:61]=4[CH:66]([CH3:70])[C:67]([O-])=[O:68])[C:55]([C:71]([F:74])([F:73])[F:72])=[CH:54][N:53]=3)=[CH:47][CH:46]=2)[CH2:41][CH2:40]1)=[O:38])([CH3:35])([CH3:34])[CH3:33].[Li+].C(=O)([O-])[O-].[NH4+].[NH4+], predict the reaction product. The product is: [NH2:2][C:67](=[O:68])[CH:66]([C:61]1[CH:62]=[CH:63][CH:64]=[CH:65][C:60]=1[CH2:59][CH2:58][C:56]1[C:55]([C:71]([F:73])([F:74])[F:72])=[CH:54][N:53]=[C:52]([NH:51][C:48]2[CH:49]=[CH:50][C:45]([CH:42]3[CH2:43][CH2:44][N:39]([C:37]([O:36][C:32]([CH3:35])([CH3:34])[CH3:33])=[O:38])[CH2:40][CH2:41]3)=[CH:46][CH:47]=2)[N:57]=1)[CH3:70]. (3) The product is: [F:1][C:2]1[C:7]([C:8]2[CH2:12][CH2:11][CH:10]([OH:13])[CH:9]=2)=[CH:6][CH:5]=[CH:4][N:3]=1. Given the reactants [F:1][C:2]1[C:7]([C:8]2[CH2:12][CH2:11][C:10](=[O:13])[CH:9]=2)=[CH:6][CH:5]=[CH:4][N:3]=1.[Cl-].[Ce+3].[Cl-].[Cl-].[B-].[Na+], predict the reaction product. (4) Given the reactants [F:1][C:2]([F:29])([F:28])[C:3]1[CH:27]=[CH:26][CH:25]=[CH:24][C:4]=1[C:5]([N:7]1[CH2:11][C:10]2[CH2:12][N:13]([C:15]3[CH:23]=[CH:22][C:18]([C:19](O)=[O:20])=[CH:17][N:16]=3)[CH2:14][C:9]=2[CH2:8]1)=[O:6].Cl.[CH:31]1([CH2:36][NH2:37])[CH2:35][CH2:34][CH2:33][CH2:32]1, predict the reaction product. The product is: [CH:31]1([CH2:36][NH:37][C:19](=[O:20])[C:18]2[CH:22]=[CH:23][C:15]([N:13]3[CH2:12][C:10]4[CH2:11][N:7]([C:5](=[O:6])[C:4]5[CH:24]=[CH:25][CH:26]=[CH:27][C:3]=5[C:2]([F:28])([F:29])[F:1])[CH2:8][C:9]=4[CH2:14]3)=[N:16][CH:17]=2)[CH2:35][CH2:34][CH2:33][CH2:32]1. (5) Given the reactants Cl.Cl.[NH2:3][CH:4]([C:16]1[CH:21]=[CH:20][CH:19]=[CH:18][CH:17]=1)[C:5]([O:7][C@@H:8]1[CH:13]2[CH2:14][CH2:15][N:10]([CH2:11][CH2:12]2)[CH2:9]1)=[O:6].[NH4+].[OH-], predict the reaction product. The product is: [N:10]12[CH2:11][CH2:12][CH:13]([CH2:14][CH2:15]1)[C@@H:8]([O:7][C:5](=[O:6])[CH:4]([NH2:3])[C:16]1[CH:21]=[CH:20][CH:19]=[CH:18][CH:17]=1)[CH2:9]2. (6) Given the reactants [Br:1][C:2]1[CH:22]=[CH:21][C:20]([F:23])=[CH:19][C:3]=1[O:4][CH:5]1[CH2:10][CH2:9][N:8]([C:11]2[N:12]=[CH:13][C:14]([C:17]#[N:18])=[N:15][CH:16]=2)[CH2:7][CH2:6]1.[N-:24]=[N+:25]=[N-:26].[Na+].[Cl-].[NH4+], predict the reaction product. The product is: [Br:1][C:2]1[CH:22]=[CH:21][C:20]([F:23])=[CH:19][C:3]=1[O:4][CH:5]1[CH2:10][CH2:9][N:8]([C:11]2[CH:16]=[N:15][C:14]([C:17]3[N:24]=[N:25][NH:26][N:18]=3)=[CH:13][N:12]=2)[CH2:7][CH2:6]1. (7) Given the reactants C([O:4][C:5]1[CH:10]=[C:9]([C:11]#[N:12])[C:8](Br)=[C:7]([C:14]#[N:15])[C:6]=1[O:16]C(=O)C)(=O)C.[CH3:20][S:21]([C:24]1[CH:29]=[CH:28][C:27](B(O)O)=[CH:26][CH:25]=1)(=[O:23])=[O:22], predict the reaction product. The product is: [OH:16][C:6]1[C:5]([OH:4])=[CH:10][C:9]([C:11]#[N:12])=[C:8]([C:27]2[CH:28]=[CH:29][C:24]([S:21]([CH3:20])(=[O:23])=[O:22])=[CH:25][CH:26]=2)[C:7]=1[C:14]#[N:15]. (8) Given the reactants Cl.[Cl:2][C:3]1[C:4]([NH:13][C@H:14]2[CH2:19][CH2:18][CH2:17][N:16]([CH:20]3[CH2:25][CH2:24][NH:23][CH2:22][CH2:21]3)[C:15]2=[O:26])=[N:5][CH:6]=[C:7]([C:9]([F:12])([F:11])[F:10])[CH:8]=1.[Cl:27][C:28]1[CH:33]=[N:32][C:31](Cl)=[CH:30][N:29]=1.CCN(C(C)C)C(C)C, predict the reaction product. The product is: [Cl:2][C:3]1[C:4]([NH:13][C@H:14]2[CH2:19][CH2:18][CH2:17][N:16]([CH:20]3[CH2:21][CH2:22][N:23]([C:31]4[CH:30]=[N:29][C:28]([Cl:27])=[CH:33][N:32]=4)[CH2:24][CH2:25]3)[C:15]2=[O:26])=[N:5][CH:6]=[C:7]([C:9]([F:12])([F:11])[F:10])[CH:8]=1. (9) The product is: [CH:1]1([CH:6]2[C:7]3[CH:8]=[CH:9][C:10]([O:22][CH3:23])=[CH:11][C:12]=3[O:13][C:14]3[C:19]2=[CH:18][CH:17]=[C:16]([O:20][CH3:21])[CH:15]=3)[CH2:2][CH2:3][CH2:4][CH2:5]1. Given the reactants [C:1]1(=[C:6]2[C:19]3[CH:18]=[CH:17][C:16]([O:20][CH3:21])=[CH:15][C:14]=3[O:13][C:12]3[C:7]2=[CH:8][CH:9]=[C:10]([O:22][CH3:23])[CH:11]=3)[CH2:5][CH2:4][CH2:3][CH2:2]1, predict the reaction product.